From a dataset of Forward reaction prediction with 1.9M reactions from USPTO patents (1976-2016). Predict the product of the given reaction. (1) Given the reactants [CH3:1][C:2]1[N:7]=[CH:6][C:5]2[CH2:8][C:9](=[O:11])[NH:10][C:4]=2[CH:3]=1.[Cl:12][C:13]1[C:14]([F:21])=[C:15]([CH:18]=[CH:19][CH:20]=1)[CH:16]=O.N1CCCCC1, predict the reaction product. The product is: [Cl:12][C:13]1[C:14]([F:21])=[C:15]([CH:18]=[CH:19][CH:20]=1)/[CH:16]=[C:8]1\[C:9](=[O:11])[NH:10][C:4]2[CH:3]=[C:2]([CH3:1])[N:7]=[CH:6][C:5]\1=2. (2) Given the reactants [CH3:1][C:2]([CH3:28])([CH2:4][NH:5][C:6]([CH2:8][C@@H:9]1[CH2:27][CH2:26][C@@:12]2([O:16][C@:15]3([CH:21]4[CH2:22][CH:23]5[CH2:25][CH:19]([CH2:20]4)[CH2:18][CH:17]3[CH2:24]5)[O:14][O:13]2)[CH2:11][CH2:10]1)=[O:7])[NH2:3].C1(P(C2C=CC=CC=2)C2C=CC=CC=2)C=CC=CC=1.C[Si](N=[N+]=[N-])(C)C.N(C(OC(C)C)=O)=NC(OC(C)C)=O, predict the reaction product. The product is: [CH3:1][C:2]([CH3:28])([CH2:4][NH:5][C:6]([CH2:8][C@@H:9]1[CH2:27][CH2:26][C@:12]2([O:16][C:15]3([CH:21]4[CH2:20][CH:19]5[CH2:25][CH:23]([CH2:22]4)[CH2:24][CH:17]3[CH2:18]5)[O:14][O:13]2)[CH2:11][CH2:10]1)=[O:7])[NH2:3]. (3) Given the reactants [F:1][C:2]1[CH:7]=[C:6]([F:8])[CH:5]=[CH:4][C:3]=1[N:9]1[N:17]=[C:16](C(O)=O)[C:15]2[C@H:14]3[CH2:21][C@H:11]([CH2:12][CH2:13]3)[C:10]1=2.C(Cl)(=O)C([Cl:25])=O.C[N:29](C=O)C.[N-]=[N+]=[N-].[Na+], predict the reaction product. The product is: [ClH:25].[F:1][C:2]1[CH:7]=[C:6]([F:8])[CH:5]=[CH:4][C:3]=1[N:9]1[N:17]=[C:16]([NH2:29])[C:15]2[C@H:14]3[CH2:21][C@H:11]([CH2:12][CH2:13]3)[C:10]1=2. (4) The product is: [N+:8]([C:5]1[CH:6]=[CH:7][C:2]([O:11][C:12]2[CH:13]=[N:14][CH:15]=[CH:16][CH:17]=2)=[CH:3][CH:4]=1)([O-:10])=[O:9]. Given the reactants Cl[C:2]1[CH:7]=[CH:6][C:5]([N+:8]([O-:10])=[O:9])=[CH:4][CH:3]=1.[OH:11][C:12]1[CH:13]=[N:14][CH:15]=[CH:16][CH:17]=1.C(=O)([O-])[O-].[K+].[K+].O, predict the reaction product. (5) Given the reactants [SH:1][C:2]1[NH:3][C:4]2[CH:10]=[C:9]([O:11][CH3:12])[CH:8]=[CH:7][C:5]=2[N:6]=1.Cl.Cl[CH2:15][C:16]1[CH:22]=[C:21]([CH3:23])[CH:20]=[CH:19][C:17]=1[NH2:18], predict the reaction product. The product is: [CH3:12][O:11][C:9]1[CH:8]=[CH:7][C:5]2[NH:6][C:2]([S:1][CH2:15][C:16]3[CH:22]=[C:21]([CH3:23])[CH:20]=[CH:19][C:17]=3[NH2:18])=[N:3][C:4]=2[CH:10]=1. (6) Given the reactants [CH3:1][O:2][C:3](=[O:26])[CH2:4][C@H:5]1[C:9]2[CH:10]=[CH:11][C:12]([O:14][C@H:15]3[C:23]4[C:18](=[C:19]([OH:25])[CH:20]=[CH:21][C:22]=4[F:24])[CH2:17][CH2:16]3)=[CH:13][C:8]=2[O:7][CH2:6]1.F[C:28]1[CH:33]=[CH:32][C:31]([S:34]([CH3:37])(=[O:36])=[O:35])=[CH:30][CH:29]=1, predict the reaction product. The product is: [CH3:1][O:2][C:3](=[O:26])[CH2:4][C@H:5]1[C:9]2[CH:10]=[CH:11][C:12]([O:14][C@H:15]3[C:23]4[C:18](=[C:19]([O:25][C:28]5[CH:33]=[CH:32][C:31]([S:34]([CH3:37])(=[O:36])=[O:35])=[CH:30][CH:29]=5)[CH:20]=[CH:21][C:22]=4[F:24])[CH2:17][CH2:16]3)=[CH:13][C:8]=2[O:7][CH2:6]1.